This data is from Forward reaction prediction with 1.9M reactions from USPTO patents (1976-2016). The task is: Predict the product of the given reaction. (1) Given the reactants [F:1][C:2]1[CH:7]=[C:6]([F:8])[CH:5]=[CH:4][C:3]=1[C:9]1[N:10]=[C:11](/[CH:24]=[CH:25]/[C:26]2[CH:31]=[CH:30][C:29]([C:32]3[CH:37]=[CH:36][C:35]([OH:38])=[CH:34][CH:33]=3)=[CH:28][CH:27]=2)[N:12]([CH2:14][C:15]2[CH:23]=[CH:22][C:18]([C:19]([OH:21])=[O:20])=[CH:17][CH:16]=2)[CH:13]=1.Br[CH2:40][CH2:41][CH2:42][CH3:43], predict the reaction product. The product is: [CH2:40]([O:38][C:35]1[CH:34]=[CH:33][C:32]([C:29]2[CH:30]=[CH:31][C:26](/[CH:25]=[CH:24]/[C:11]3[N:12]([CH2:14][C:15]4[CH:16]=[CH:17][C:18]([C:19]([OH:21])=[O:20])=[CH:22][CH:23]=4)[CH:13]=[C:9]([C:3]4[CH:4]=[CH:5][C:6]([F:8])=[CH:7][C:2]=4[F:1])[N:10]=3)=[CH:27][CH:28]=2)=[CH:37][CH:36]=1)[CH2:41][CH2:42][CH3:43]. (2) Given the reactants [NH2:1][C:2]1[CH:7]=[CH:6][CH:5]=[CH:4][C:3]=1[S:8]SNC1C=CC=CC=1.[C:17]([O:21][CH2:22][CH3:23])(=[O:20])[C:18]#[CH:19], predict the reaction product. The product is: [S:8]1[C:3]2[CH:4]=[CH:5][CH:6]=[CH:7][C:2]=2[NH:1][CH:19]=[C:18]1[C:17]([O:21][CH2:22][CH3:23])=[O:20]. (3) Given the reactants Br[C:2]1[CH:7]=[CH:6][C:5]([C:8]2[O:12][N:11]=[C:10]([CH3:13])[C:9]=2[CH:14]=[CH:15][CH2:16][CH2:17][C:18]2[CH:23]=[CH:22][CH:21]=[CH:20][CH:19]=2)=[CH:4][CH:3]=1.[CH2:24]([O:26][C:27]([C:29]1([C:32]2[CH:37]=[CH:36][C:35](B3OC(C)(C)C(C)(C)O3)=[CH:34][CH:33]=2)[CH2:31][CH2:30]1)=[O:28])[CH3:25], predict the reaction product. The product is: [CH2:24]([O:26][C:27]([C:29]1([C:32]2[CH:37]=[CH:36][C:35]([C:2]3[CH:7]=[CH:6][C:5]([C:8]4[O:12][N:11]=[C:10]([CH3:13])[C:9]=4[CH:14]=[CH:15][CH2:16][CH2:17][C:18]4[CH:23]=[CH:22][CH:21]=[CH:20][CH:19]=4)=[CH:4][CH:3]=3)=[CH:34][CH:33]=2)[CH2:30][CH2:31]1)=[O:28])[CH3:25]. (4) Given the reactants [CH2:1]([O:7][C:8]1[CH:19]=[CH:18][CH:17]=[CH:16][C:9]=1[O:10][CH2:11][CH2:12][CH2:13][CH2:14][NH2:15])[CH2:2][CH2:3][CH2:4][CH2:5][CH3:6].Cl[C:21]1[C:30]2[C:25](=[CH:26][CH:27]=[CH:28][CH:29]=2)[N:24]=[CH:23][N:22]=1, predict the reaction product. The product is: [CH2:1]([O:7][C:8]1[CH:19]=[CH:18][CH:17]=[CH:16][C:9]=1[O:10][CH2:11][CH2:12][CH2:13][CH2:14][NH:15][C:21]1[C:30]2[C:25](=[CH:26][CH:27]=[CH:28][CH:29]=2)[N:24]=[CH:23][N:22]=1)[CH2:2][CH2:3][CH2:4][CH2:5][CH3:6].